This data is from TCR-epitope binding with 47,182 pairs between 192 epitopes and 23,139 TCRs. The task is: Binary Classification. Given a T-cell receptor sequence (or CDR3 region) and an epitope sequence, predict whether binding occurs between them. (1) The epitope is ISPRTLNAW. The TCR CDR3 sequence is CAAIARGTGGTRAQYF. Result: 0 (the TCR does not bind to the epitope). (2) The epitope is RLRPGGKKR. The TCR CDR3 sequence is CASSQGGGGFSDTQYF. Result: 0 (the TCR does not bind to the epitope). (3) The epitope is GLCTLVAML. The TCR CDR3 sequence is CSAPLQGNNSPLHF. Result: 0 (the TCR does not bind to the epitope). (4) The epitope is NLVPMVATV. The TCR CDR3 sequence is CAISQTQLWETQYF. Result: 1 (the TCR binds to the epitope). (5) Result: 1 (the TCR binds to the epitope). The epitope is YIFFASFYY. The TCR CDR3 sequence is CAIREENRGPYGYTF.